Dataset: Full USPTO retrosynthesis dataset with 1.9M reactions from patents (1976-2016). Task: Predict the reactants needed to synthesize the given product. (1) Given the product [Cl:1][C:2]1[CH:7]=[CH:6][C:5]([N:8]2[C:13](=[O:14])[C:12]3[CH:15]=[N:16][N:17]([C:18]4[CH:23]=[CH:22][CH:21]=[CH:20][CH:19]=4)[C:11]=3[N:10]=[C:9]2[C:24]2[CH:29]=[CH:28][C:27]([N:83]3[CH2:88][CH2:87][O:86][CH2:85][CH2:84]3)=[CH:26][CH:25]=2)=[CH:4][CH:3]=1, predict the reactants needed to synthesize it. The reactants are: [Cl:1][C:2]1[CH:7]=[CH:6][C:5]([N:8]2[C:13](=[O:14])[C:12]3[CH:15]=[N:16][N:17]([C:18]4[CH:23]=[CH:22][CH:21]=[CH:20][CH:19]=4)[C:11]=3[N:10]=[C:9]2[C:24]2[CH:29]=[CH:28][C:27](I)=[CH:26][CH:25]=2)=[CH:4][CH:3]=1.C1C=CC(P(C2C(C3C(P(C4C=CC=CC=4)C4C=CC=CC=4)=CC=C4C=3C=CC=C4)=C3C(C=CC=C3)=CC=2)C2C=CC=CC=2)=CC=1.C([O-])([O-])=O.[Cs+].[Cs+].[NH:83]1[CH2:88][CH2:87][O:86][CH2:85][CH2:84]1. (2) Given the product [CH3:29][N:27]1[CH:28]=[C:24]([C:22]2[CH:21]=[N:20][C:19]3[N:18]([N:17]=[CH:16][C:15]=3[C:8]3[CH:9]=[CH:10][C:5]([C:3]([O:2][CH3:1])=[O:4])=[CH:6][CH:7]=3)[CH:23]=2)[CH:25]=[N:26]1, predict the reactants needed to synthesize it. The reactants are: [CH3:1][O:2][C:3]([C:5]1[CH:10]=[CH:9][C:8](B(O)O)=[CH:7][CH:6]=1)=[O:4].Br[C:15]1[CH:16]=[N:17][N:18]2[CH:23]=[C:22]([C:24]3[CH:25]=[N:26][N:27]([CH3:29])[CH:28]=3)[CH:21]=[N:20][C:19]=12.CN(C=O)C.C([O-])([O-])=O.[Na+].[Na+]. (3) Given the product [C:1]1([C:17]2[CH:18]=[CH:19][CH:20]=[CH:21][CH:22]=2)[CH:2]=[CH:3][C:4]([CH:7]([CH2:11][CH:12]2[CH2:13][CH2:14][CH2:15][CH2:16]2)[C:8]([NH:56][C:57]2[CH:62]=[CH:61][CH:60]=[CH:59][N:58]=2)=[O:9])=[CH:5][CH:6]=1, predict the reactants needed to synthesize it. The reactants are: [C:1]1([C:17]2[CH:22]=[CH:21][CH:20]=[CH:19][CH:18]=2)[CH:6]=[CH:5][C:4]([CH:7]([CH2:11][CH:12]2[CH2:16][CH2:15][CH2:14][CH2:13]2)[C:8](O)=[O:9])=[CH:3][CH:2]=1.F[P-](F)(F)(F)(F)F.N1(OC(N(C)C)=[N+](C)C)C2C=CC=CC=2N=N1.C(N(CC)C(C)C)(C)C.[NH2:56][C:57]1[CH:62]=[CH:61][CH:60]=[CH:59][N:58]=1. (4) Given the product [NH2:1][C:2]1[CH:7]=[CH:6][C:5]([NH:8][C:9]2[CH:14]=[C:13]([OH:15])[C:12]([N:16]([CH2:18][CH2:19][OH:20])[CH3:17])=[CH:11][C:10]=2[OH:21])=[C:4]([CH3:22])[C:3]=1[CH3:23], predict the reactants needed to synthesize it. The reactants are: [NH2:1][C:2]1[CH:7]=[CH:6][C:5]([NH:8][C:9]2[C:10](=[O:21])[CH:11]=[C:12]([N:16]([CH2:18][CH2:19][OH:20])[CH3:17])[C:13](=[O:15])[CH:14]=2)=[C:4]([CH3:22])[C:3]=1[CH3:23].S(S([O-])=O)([O-])=O. (5) Given the product [CH3:32][O:31][C:28]1[CH:29]=[CH:30][C:25]([C:23]#[C:24][C:8]2[CH:9]=[C:10]3[C:5](=[CH:6][CH:7]=2)[CH:4]=[C:3]([C:1]#[N:2])[CH:12]=[CH:11]3)=[CH:26][CH:27]=1, predict the reactants needed to synthesize it. The reactants are: [C:1]([C:3]1[CH:4]=[C:5]2[C:10](=[CH:11][CH:12]=1)[CH:9]=[C:8](OS(C1C=CC=CC=1)(=O)=O)[CH:7]=[CH:6]2)#[N:2].[C:23]([C:25]1[CH:30]=[CH:29][C:28]([O:31][CH3:32])=[CH:27][CH:26]=1)#[CH:24]. (6) Given the product [OH:1][C:2]1[C:7]([OH:8])=[CH:6][C:5]([C:10]#[N:11])=[C:4]([C:12]2[CH:13]=[CH:14][C:15]([C:18]([F:19])([F:20])[F:21])=[CH:16][CH:17]=2)[C:3]=1[C:22]#[N:23], predict the reactants needed to synthesize it. The reactants are: [OH:1][C:2]1[C:7]([O:8]C)=[CH:6][C:5]([C:10]#[N:11])=[C:4]([C:12]2[CH:17]=[CH:16][C:15]([C:18]([F:21])([F:20])[F:19])=[CH:14][CH:13]=2)[C:3]=1[C:22]#[N:23].BrC1C(C#N)=C(O)C(OC)=CC=1C#N. (7) Given the product [NH2:7][C@@H:8]([C:17]1[CH:22]=[CH:21][CH:20]=[CH:19][CH:18]=1)[C:9]([F:15])([F:16])[C:10]([O:12][CH2:13][CH3:14])=[O:11], predict the reactants needed to synthesize it. The reactants are: C([S@@]([NH:7][C@@H:8]([C:17]1[CH:22]=[CH:21][CH:20]=[CH:19][CH:18]=1)[C:9]([F:16])([F:15])[C:10]([O:12][CH2:13][CH3:14])=[O:11])=O)(C)(C)C.O=S(Cl)Cl. (8) Given the product [S:16]([O:1][CH2:2][CH2:3][O:4][CH:5]1[CH2:8][N:7]([C:9]([O:11][C:12]([CH3:15])([CH3:14])[CH3:13])=[O:10])[CH2:6]1)([C:19]1[CH:25]=[CH:24][C:22]([CH3:23])=[CH:21][CH:20]=1)(=[O:18])=[O:17], predict the reactants needed to synthesize it. The reactants are: [OH:1][CH2:2][CH2:3][O:4][CH:5]1[CH2:8][N:7]([C:9]([O:11][C:12]([CH3:15])([CH3:14])[CH3:13])=[O:10])[CH2:6]1.[S:16](Cl)([C:19]1[CH:25]=[CH:24][C:22]([CH3:23])=[CH:21][CH:20]=1)(=[O:18])=[O:17]. (9) Given the product [Cl:1][C:2]1[CH:7]=[C:6]([Cl:8])[CH:5]=[CH:4][C:3]=1[CH:9]([CH2:26][CH:25]=[CH2:24])[C:10]([OH:12])=[O:11], predict the reactants needed to synthesize it. The reactants are: [Cl:1][C:2]1[CH:7]=[C:6]([Cl:8])[CH:5]=[CH:4][C:3]=1[CH2:9][C:10]([OH:12])=[O:11].C[Si]([N-][Si](C)(C)C)(C)C.[Na+].Br[CH2:24][CH:25]=[CH2:26].